Dataset: Forward reaction prediction with 1.9M reactions from USPTO patents (1976-2016). Task: Predict the product of the given reaction. (1) Given the reactants [C:1]([NH:4][CH:5]([CH2:14][C:15]1[C:24]2[C:19](=[CH:20][CH:21]=[CH:22][CH:23]=2)[C:18]([NH2:25])=[CH:17][CH:16]=1)[C:6]([NH:8][CH2:9][CH2:10][CH2:11][CH2:12][CH3:13])=[O:7])(=[O:3])[CH3:2].C1C=CC([I+][C:33]2[C:38]([C:39]([O-:41])=[O:40])=[CH:37][CH:36]=[CH:35][CH:34]=2)=CC=1.O, predict the reaction product. The product is: [C:1]([NH:4][CH:5]([C:6](=[O:7])[NH:8][CH2:9][CH2:10][CH2:11][CH2:12][CH3:13])[CH2:14][C:15]1[C:24]2[C:19](=[CH:20][CH:21]=[CH:22][CH:23]=2)[C:18]([NH:25][C:37]2[CH:36]=[CH:35][CH:34]=[CH:33][C:38]=2[C:39]([OH:41])=[O:40])=[CH:17][CH:16]=1)(=[O:3])[CH3:2]. (2) Given the reactants FC(F)(F)C(O)=O.[Cl:8][C:9]1[N:14]=[C:13]2[N:15](C3CCCCO3)[N:16]=[CH:17][C:12]2=[C:11]([C:24]2[CH:25]=[C:26]([NH:30][C:31](=[O:34])[CH:32]=[CH2:33])[CH:27]=[CH:28][CH:29]=2)[N:10]=1, predict the reaction product. The product is: [Cl:8][C:9]1[N:14]=[C:13]2[NH:15][N:16]=[CH:17][C:12]2=[C:11]([C:24]2[CH:25]=[C:26]([NH:30][C:31](=[O:34])[CH:32]=[CH2:33])[CH:27]=[CH:28][CH:29]=2)[N:10]=1. (3) Given the reactants F[C:2]1[CH:7]=[CH:6][C:5]([C:8]2[C:17]3[C:12](=[CH:13][C:14]([S:18][C:19]4[CH:20]=[C:21]([C:25]5([C:31]#[N:32])[CH2:30][CH2:29][O:28][CH2:27][CH2:26]5)[CH:22]=[CH:23][CH:24]=4)=[CH:15][CH:16]=3)[N:11]3[CH2:33][C:34](=[O:36])[N:35]=[C:10]3[CH:9]=2)=[CH:4][CH:3]=1.O=C1CN2C3C(C(C4C=C(C)C=CC=4)=CC2=N1)=CC=C(SC1C=C(C2(C#N)CCOCC2)C=CC=1)C=3.COC1C=CN=CC=1C1C2C(=CC(SC3C=C(C4(C#N)CCOCC4)C=CC=3)=CC=2)N2CC(=O)N=C2C=1.FC1C=C(C2(C#N)CCOCC2)C=C(SC2C=C3C(C(C4C=CC(F)=CC=4)=CC4N3CC(=O)N=4)=CC=2)C=1.FC1C=CC(C2C3C(=CC(SC4C=CC=C(C(O)(C(F)(F)F)CC)C=4)=CC=3)N3CC(=O)N=C3C=2)=CC=1, predict the reaction product. The product is: [O:36]=[C:34]1[CH2:33][N:11]2[C:12]3[C:17]([C:8]([C:5]4[CH:4]=[CH:3][CH:2]=[CH:7][CH:6]=4)=[CH:9][C:10]2=[N:35]1)=[CH:16][CH:15]=[C:14]([S:18][C:19]1[CH:20]=[C:21]([C:25]2([C:31]#[N:32])[CH2:30][CH2:29][O:28][CH2:27][CH2:26]2)[CH:22]=[CH:23][CH:24]=1)[CH:13]=3. (4) Given the reactants [F:1][C:2]([F:17])([F:16])[O:3][C:4]1[CH:15]=[CH:14][C:7]([CH:8]=[C:9]([C:12]#[N:13])[C:10]#[N:11])=[CH:6][CH:5]=1.[CH3:18][Mg]Br, predict the reaction product. The product is: [F:1][C:2]([F:16])([F:17])[O:3][C:4]1[CH:5]=[CH:6][C:7]([CH:8]([CH:9]([C:12]#[N:13])[C:10]#[N:11])[CH3:18])=[CH:14][CH:15]=1.